Task: Regression. Given two drug SMILES strings and cell line genomic features, predict the synergy score measuring deviation from expected non-interaction effect.. Dataset: NCI-60 drug combinations with 297,098 pairs across 59 cell lines (1) Drug 1: C1=NC(=NC(=O)N1C2C(C(C(O2)CO)O)O)N. Drug 2: CCN(CC)CCCC(C)NC1=C2C=C(C=CC2=NC3=C1C=CC(=C3)Cl)OC. Cell line: SF-268. Synergy scores: CSS=16.7, Synergy_ZIP=-4.91, Synergy_Bliss=-0.0916, Synergy_Loewe=-1.55, Synergy_HSA=-0.113. (2) Drug 1: C1=NC2=C(N=C(N=C2N1C3C(C(C(O3)CO)O)F)Cl)N. Drug 2: CNC(=O)C1=NC=CC(=C1)OC2=CC=C(C=C2)NC(=O)NC3=CC(=C(C=C3)Cl)C(F)(F)F. Cell line: HS 578T. Synergy scores: CSS=0.442, Synergy_ZIP=-0.0484, Synergy_Bliss=1.45, Synergy_Loewe=-4.38, Synergy_HSA=-1.45. (3) Cell line: HOP-92. Drug 1: C1=NC2=C(N=C(N=C2N1C3C(C(C(O3)CO)O)F)Cl)N. Synergy scores: CSS=8.02, Synergy_ZIP=-3.36, Synergy_Bliss=5.84, Synergy_Loewe=-7.59, Synergy_HSA=1.66. Drug 2: CC(C)CN1C=NC2=C1C3=CC=CC=C3N=C2N. (4) Drug 1: CC1=C2C(C(=O)C3(C(CC4C(C3C(C(C2(C)C)(CC1OC(=O)C(C(C5=CC=CC=C5)NC(=O)OC(C)(C)C)O)O)OC(=O)C6=CC=CC=C6)(CO4)OC(=O)C)OC)C)OC. Drug 2: CNC(=O)C1=CC=CC=C1SC2=CC3=C(C=C2)C(=NN3)C=CC4=CC=CC=N4. Cell line: COLO 205. Synergy scores: CSS=54.7, Synergy_ZIP=3.74, Synergy_Bliss=1.06, Synergy_Loewe=-38.1, Synergy_HSA=-0.541. (5) Cell line: IGROV1. Synergy scores: CSS=-0.664, Synergy_ZIP=-0.797, Synergy_Bliss=-1.97, Synergy_Loewe=-3.76, Synergy_HSA=-3.21. Drug 1: CC(C1=C(C=CC(=C1Cl)F)Cl)OC2=C(N=CC(=C2)C3=CN(N=C3)C4CCNCC4)N. Drug 2: C1C(C(OC1N2C=NC3=C(N=C(N=C32)Cl)N)CO)O.